Dataset: Catalyst prediction with 721,799 reactions and 888 catalyst types from USPTO. Task: Predict which catalyst facilitates the given reaction. (1) Reactant: Cl[C:2]1[CH:38]=[CH:37][C:5]([C:6]([NH:8][C:9]2[CH:14]=[C:13]([C:15]([N:17]3[CH2:22][CH2:21][C@H:20]([C:23]4[CH:28]=[CH:27][C:26]([C:29]5[N:33]([CH3:34])[N:32]=[CH:31][CH:30]=5)=[CH:25][CH:24]=4)[C@@H:19]([CH3:35])[CH2:18]3)=[O:16])[CH:12]=[CH:11][C:10]=2[CH3:36])=[O:7])=[CH:4][N:3]=1.[CH:39]([NH2:42])([CH3:41])[CH3:40]. Product: [CH:39]([NH:42][C:2]1[CH:38]=[CH:37][C:5]([C:6]([NH:8][C:9]2[CH:14]=[C:13]([C:15]([N:17]3[CH2:22][CH2:21][C@H:20]([C:23]4[CH:28]=[CH:27][C:26]([C:29]5[N:33]([CH3:34])[N:32]=[CH:31][CH:30]=5)=[CH:25][CH:24]=4)[C@@H:19]([CH3:35])[CH2:18]3)=[O:16])[CH:12]=[CH:11][C:10]=2[CH3:36])=[O:7])=[CH:4][N:3]=1)([CH3:41])[CH3:40]. The catalyst class is: 155. (2) Reactant: [NH2:1][C:2]1[CH:3]=[CH:4][C:5]([F:36])=[C:6]([C@@:8]2([CH3:35])[N:14]=[C:13]([N:15](C(OC(C)(C)C)=O)C(=O)OC(C)(C)C)[C@:12]3([CH2:33][F:34])[S:30](=[O:32])(=[O:31])[C@H:9]2[CH2:10][CH2:11]3)[CH:7]=1.FC(F)(F)C(O)=O. The catalyst class is: 503. Product: [NH2:1][C:2]1[CH:3]=[CH:4][C:5]([F:36])=[C:6]([C@@:8]2([CH3:35])[N:14]=[C:13]([NH2:15])[C@:12]3([CH2:33][F:34])[S:30](=[O:32])(=[O:31])[C@H:9]2[CH2:10][CH2:11]3)[CH:7]=1.